Dataset: Peptide-MHC class II binding affinity with 134,281 pairs from IEDB. Task: Regression. Given a peptide amino acid sequence and an MHC pseudo amino acid sequence, predict their binding affinity value. This is MHC class II binding data. (1) The MHC is DRB1_1001 with pseudo-sequence DRB1_1001. The peptide sequence is AFKVAQTAANAAPAN. The binding affinity (normalized) is 0.877. (2) The peptide sequence is RAQLHVGAKQENWNT. The MHC is HLA-DQA10102-DQB10501 with pseudo-sequence HLA-DQA10102-DQB10501. The binding affinity (normalized) is 0. (3) The peptide sequence is DILLRMSKMQLGSSS. The MHC is DRB1_0101 with pseudo-sequence DRB1_0101. The binding affinity (normalized) is 0.267. (4) The peptide sequence is YAGIRRDGLLLRLVD. The MHC is H-2-IAd with pseudo-sequence H-2-IAd. The binding affinity (normalized) is 0.349. (5) The peptide sequence is ITMLTNGQCQNITVV. The MHC is HLA-DPA10201-DPB11401 with pseudo-sequence HLA-DPA10201-DPB11401. The binding affinity (normalized) is 0.